Dataset: Reaction yield outcomes from USPTO patents with 853,638 reactions. Task: Predict the reaction yield, written as a fraction of the theoretical maximum amount of product (1.0 means a 100% yield; for example, 0.34 means a 34% yield). (1) The reactants are [F:1][C:2]1[CH:7]=[C:6]([F:8])[CH:5]=[CH:4][C:3]=1[NH:9][C:10]([NH:12][C:13]1[CH:18]=[CH:17][C:16]([O:19][CH3:20])=[C:15]([C:21]2[NH:22][N:23]=[CH:24][CH:25]=2)[CH:14]=1)=[O:11].[Br:26]N1C(=O)CCC1=O.C([O-])(O)=O.[Na+].[O-]S([O-])(=S)=O.[Na+].[Na+]. The catalyst is CN(C=O)C. The product is [Br:26][C:25]1[CH:24]=[N:23][NH:22][C:21]=1[C:15]1[CH:14]=[C:13]([NH:12][C:10]([NH:9][C:3]2[CH:4]=[CH:5][C:6]([F:8])=[CH:7][C:2]=2[F:1])=[O:11])[CH:18]=[CH:17][C:16]=1[O:19][CH3:20]. The yield is 0.920. (2) The reactants are [CH3:1][C:2]1[CH:10]=[C:9]2[C:5]([C:6]([C:11]3[N:12]=[C:13]4[C:19]([C:20]([OH:22])=O)=[CH:18][NH:17][C:14]4=[N:15][CH:16]=3)=[N:7][NH:8]2)=[CH:4][CH:3]=1.CCN(C(C)C)C(C)C.CCN=C=NCCCN(C)C.Cl.[NH2:44][C:45]1([C:48]#[N:49])[CH2:47][CH2:46]1. The catalyst is CN(C1C=CN=CC=1)C.CN(C=O)C.O. The product is [C:48]([C:45]1([NH:44][C:20]([C:19]2[C:13]3[C:14](=[N:15][CH:16]=[C:11]([C:6]4[C:5]5[C:9](=[CH:10][C:2]([CH3:1])=[CH:3][CH:4]=5)[NH:8][N:7]=4)[N:12]=3)[NH:17][CH:18]=2)=[O:22])[CH2:47][CH2:46]1)#[N:49]. The yield is 0.0410. (3) The product is [O:19]1[C:20]2[CH:26]=[CH:25][CH:24]=[CH:23][C:21]=2[CH:22]=[C:18]1[S:15]([NH:14][C:8]1[CH:9]=[C:10]([Cl:13])[CH:11]=[CH:12][C:7]=1[S:6][CH2:5][C:4]1[CH:3]=[C:2]([NH:1][C:30](=[O:32])[CH3:31])[CH:29]=[CH:28][CH:27]=1)(=[O:17])=[O:16]. The yield is 0.680. The catalyst is C(Cl)Cl.CN(C1C=CN=CC=1)C.Cl. The reactants are [NH2:1][C:2]1[CH:3]=[C:4]([CH:27]=[CH:28][CH:29]=1)[CH2:5][S:6][C:7]1[CH:12]=[CH:11][C:10]([Cl:13])=[CH:9][C:8]=1[NH:14][S:15]([C:18]1[O:19][C:20]2[CH:26]=[CH:25][CH:24]=[CH:23][C:21]=2[CH:22]=1)(=[O:17])=[O:16].[C:30](Cl)(=[O:32])[CH3:31].N1C=CC=CC=1. (4) The reactants are [N:1]1[CH:6]=[CH:5][N:4]=[CH:3][C:2]=1[C:7]1[CH2:11][CH:10]([C:12]2[CH:17]=[CH:16][CH:15]=[CH:14][C:13]=2[OH:18])[NH:9][N:8]=1.[C:19]([O:23][C:24]([NH:26][CH2:27][C:28]1[CH:33]=[CH:32][CH:31]=[CH:30][C:29]=1[C:34]1[S:38][C:37]([C:39](O)=[O:40])=[CH:36][CH:35]=1)=[O:25])([CH3:22])([CH3:21])[CH3:20].CCN=C=NCCCN(C)C. The catalyst is C(Cl)Cl. The product is [OH:18][C:13]1[CH:14]=[CH:15][CH:16]=[CH:17][C:12]=1[CH:10]1[N:9]([C:39]([C:37]2[S:38][C:34]([C:29]3[CH:30]=[CH:31][CH:32]=[CH:33][C:28]=3[CH2:27][NH:26][C:24](=[O:25])[O:23][C:19]([CH3:22])([CH3:21])[CH3:20])=[CH:35][CH:36]=2)=[O:40])[N:8]=[C:7]([C:2]2[CH:3]=[N:4][CH:5]=[CH:6][N:1]=2)[CH2:11]1. The yield is 0.230. (5) The yield is 0.630. The reactants are [CH2:1]([O:3][C:4]([C:6]1([NH:15][C:16](=[O:25])[C:17]2[CH:22]=[CH:21][CH:20]=[C:19]([CH3:23])[C:18]=2I)[CH2:14][C:13]2[C:8](=[CH:9][CH:10]=[CH:11][CH:12]=2)[CH2:7]1)=[O:5])[CH3:2].[CH:26](/B(O)O)=[CH:27]\[CH3:28].C([O-])([O-])=O.[K+].[K+]. The catalyst is CCO.O1CCOCC1.[Pd]. The product is [CH2:1]([O:3][C:4]([C:6]1([NH:15][C:16](=[O:25])[C:17]2[CH:22]=[CH:21][CH:20]=[C:19]([CH3:23])[C:18]=2[CH:26]=[CH:27][CH3:28])[CH2:14][C:13]2[C:8](=[CH:9][CH:10]=[CH:11][CH:12]=2)[CH2:7]1)=[O:5])[CH3:2]. (6) The reactants are [O:1]1[CH2:6][CH2:5][CH2:4][CH2:3][CH:2]1[N:7]1[CH:11]=[C:10]([C:12]2[CH:13]=[C:14]3[C:18](=[CH:19][CH:20]=2)[N:17]([CH2:21][CH:22]2[CH2:27][CH2:26][N:25](C(OCC4C=CC=CC=4)=O)[CH2:24][CH2:23]2)[CH:16]=[CH:15]3)[CH:9]=[N:8]1.CO.ClCCl. The catalyst is CCO.[Pd]. The product is [NH:25]1[CH2:26][CH2:27][CH:22]([CH2:21][N:17]2[C:18]3[C:14](=[CH:13][C:12]([C:10]4[CH:9]=[N:8][N:7]([CH:2]5[CH2:3][CH2:4][CH2:5][CH2:6][O:1]5)[CH:11]=4)=[CH:20][CH:19]=3)[CH:15]=[CH:16]2)[CH2:23][CH2:24]1. The yield is 0.440.